This data is from Full USPTO retrosynthesis dataset with 1.9M reactions from patents (1976-2016). The task is: Predict the reactants needed to synthesize the given product. (1) Given the product [CH2:27]([C:10]1[CH:11]=[C:12]([CH2:25][CH3:26])[C:13]([O:15][CH2:16][CH2:17][CH2:18][CH2:19][C:20]([CH3:23])([CH3:24])[CH2:21][NH2:22])=[CH:14][C:9]=1[OH:8])[CH3:28], predict the reactants needed to synthesize it. The reactants are: C([O:8][C:9]1[CH:14]=[C:13]([O:15][CH2:16][CH2:17][CH2:18][CH2:19][C:20]([CH3:24])([CH3:23])[CH2:21][NH2:22])[C:12]([CH2:25][CH3:26])=[CH:11][C:10]=1[CH2:27][CH3:28])C1C=CC=CC=1. (2) Given the product [CH3:1][O:2][C:3](=[O:20])[C:4]1[CH:9]=[C:8]([N:10]2[CH2:14][CH2:13][CH2:12][C:11]2=[O:16])[CH:7]=[CH:6][C:5]=1[N+:17]([O-:19])=[O:18], predict the reactants needed to synthesize it. The reactants are: [CH3:1][O:2][C:3](=[O:20])[C:4]1[CH:9]=[C:8]([NH:10][C:11](=[O:16])[CH2:12][CH2:13][CH2:14]Cl)[CH:7]=[CH:6][C:5]=1[N+:17]([O-:19])=[O:18].N1CCOCC1.C(=O)([O-])[O-].[K+].[K+]. (3) Given the product [Br:1][C:2]1[C:3]([F:21])=[CH:4][C:5]2[CH:11]3[CH2:12][CH:9]([CH2:10]3)[N:8]3[C:13]([CH:23]4[CH2:25][CH2:24]4)=[C:14]([C:16]([NH2:18])=[O:17])[N:15]=[C:7]3[C:6]=2[CH:20]=1, predict the reactants needed to synthesize it. The reactants are: [Br:1][C:2]1[C:3]([F:21])=[CH:4][C:5]2[CH:11]3[CH2:12][CH:9]([CH2:10]3)[N:8]3[C:13](I)=[C:14]([C:16]([NH2:18])=[O:17])[N:15]=[C:7]3[C:6]=2[CH:20]=1.[Br-].[CH:23]1([Zn+])[CH2:25][CH2:24]1.[Cl-].[NH4+]. (4) Given the product [C:25]([O:29][C:30]([N:32]1[CH2:36][CH2:35][CH:34]([C:37]([N:14]2[CH2:13][C@@H:12]([N:10]([C:9]([O:8][C:5]3[CH:6]=[CH:7][C:2]([F:1])=[CH:3][CH:4]=3)=[O:24])[CH3:11])[C@H:16]([C:17]3[CH:22]=[CH:21][C:20]([Cl:23])=[CH:19][CH:18]=3)[CH2:15]2)=[O:38])[CH2:33]1)=[O:31])([CH3:28])([CH3:27])[CH3:26], predict the reactants needed to synthesize it. The reactants are: [F:1][C:2]1[CH:7]=[CH:6][C:5]([O:8][C:9](=[O:24])[N:10]([C@H:12]2[C@H:16]([C:17]3[CH:22]=[CH:21][C:20]([Cl:23])=[CH:19][CH:18]=3)[CH2:15][NH:14][CH2:13]2)[CH3:11])=[CH:4][CH:3]=1.[C:25]([O:29][C:30]([N:32]1[CH2:36][CH2:35][CH:34]([C:37](O)=[O:38])[CH2:33]1)=[O:31])([CH3:28])([CH3:27])[CH3:26]. (5) The reactants are: [NH2:1][C:2]1[CH:21]=[CH:20][C:5]([O:6][CH:7]2[CH2:12][CH2:11][N:10](C(OC(C)(C)C)=O)[CH2:9][CH2:8]2)=[C:4]([O:22][CH:23]([F:25])[F:24])[CH:3]=1.Cl.Cl[C:28]1[N:33]=[C:32]([NH:34][C@@H:35]2[CH2:43][C@H:42]3[N:38]([CH2:39][CH2:40][CH2:41]3)[C:37]([CH3:45])([CH3:44])[CH2:36]2)[C:31]([F:46])=[CH:30][N:29]=1.CC1C=CC(S(O)(=O)=O)=CC=1.O. Given the product [F:25][CH:23]([F:24])[O:22][C:4]1[CH:3]=[C:2]([NH:1][C:28]2[N:33]=[C:32]([NH:34][C@@H:35]3[CH2:43][C@H:42]4[N:38]([CH2:39][CH2:40][CH2:41]4)[C:37]([CH3:44])([CH3:45])[CH2:36]3)[C:31]([F:46])=[CH:30][N:29]=2)[CH:21]=[CH:20][C:5]=1[O:6][CH:7]1[CH2:8][CH2:9][NH:10][CH2:11][CH2:12]1, predict the reactants needed to synthesize it. (6) The reactants are: [C:1]([O:5][C:6]([N:8]([CH2:19]C1C=CC(C(O)=O)=CC=1)[C@H:9]1[CH2:14][CH2:13][C@H:12]([C:15]([CH3:18])([CH3:17])[CH3:16])[CH2:11][CH2:10]1)=[O:7])([CH3:4])([CH3:3])[CH3:2].ON1[C:34]2[CH:35]=[CH:36][CH:37]=[CH:38][C:33]=2N=N1.Cl.C(N=C=NCCCN(C)C)C.Cl.CN[O:54][CH3:55].CCN(C(C)C)C(C)C.[CH3:65][N:66]([CH:68]=[O:69])C. Given the product [CH3:55][O:54][N:66]([CH3:65])[C:68](=[O:69])[C:33]1[CH:34]=[CH:35][C:36]([CH2:19][N:8]([C:6]([O:5][C:1]([CH3:4])([CH3:3])[CH3:2])=[O:7])[C@H:9]2[CH2:10][CH2:11][C@H:12]([C:15]([CH3:18])([CH3:17])[CH3:16])[CH2:13][CH2:14]2)=[CH:37][CH:38]=1, predict the reactants needed to synthesize it.